This data is from Peptide-MHC class I binding affinity with 185,985 pairs from IEDB/IMGT. The task is: Regression. Given a peptide amino acid sequence and an MHC pseudo amino acid sequence, predict their binding affinity value. This is MHC class I binding data. (1) The binding affinity (normalized) is 0.288. The peptide sequence is ASCLHQSPVR. The MHC is Patr-A0101 with pseudo-sequence Patr-A0101. (2) The peptide sequence is YLYNKYSFK. The MHC is HLA-B57:01 with pseudo-sequence HLA-B57:01. The binding affinity (normalized) is 0.0847. (3) The peptide sequence is FARERRLAL. The binding affinity (normalized) is 0.213. The MHC is HLA-B15:01 with pseudo-sequence HLA-B15:01. (4) The peptide sequence is IGYICSGV. The MHC is H-2-Kb with pseudo-sequence H-2-Kb. The binding affinity (normalized) is 0.477. (5) The peptide sequence is DTPGERNPY. The MHC is HLA-A01:01 with pseudo-sequence HLA-A01:01. The binding affinity (normalized) is 0.0847. (6) The peptide sequence is GVIMPNGSY. The MHC is HLA-B46:01 with pseudo-sequence HLA-B46:01. The binding affinity (normalized) is 0.298. (7) The peptide sequence is LLLYQTFGR. The MHC is Patr-A0101 with pseudo-sequence Patr-A0101. The binding affinity (normalized) is 0.386.